Dataset: Full USPTO retrosynthesis dataset with 1.9M reactions from patents (1976-2016). Task: Predict the reactants needed to synthesize the given product. (1) Given the product [CH3:21][NH:22][C:23]1[CH:28]=[CH:27][C:26]([C:2]2[CH:3]=[CH:4][N:5]3[C:10]([C:11]=2[CH3:12])=[C:9]([CH:13]2[CH2:15][CH2:14]2)[CH:8]=[C:7]([C:16]([O:18][CH3:19])=[O:17])[C:6]3=[O:20])=[CH:25][CH:24]=1, predict the reactants needed to synthesize it. The reactants are: Cl[C:2]1[CH:3]=[CH:4][N:5]2[C:10]([C:11]=1[CH3:12])=[C:9]([CH:13]1[CH2:15][CH2:14]1)[CH:8]=[C:7]([C:16]([O:18][CH3:19])=[O:17])[C:6]2=[O:20].[CH3:21][NH:22][C:23]1[CH:28]=[CH:27][C:26](B2OC(C)(C)C(C)(C)O2)=[CH:25][CH:24]=1. (2) The reactants are: [F:1][C:2]([F:28])([F:27])[C:3]1[CH:4]=[CH:5][C:6]([O:9][C:10]2[CH:15]=[CH:14][C:13]([O:16][C:17]([N:19]3[CH2:24][CH2:23][CH:22]([CH2:25][OH:26])[CH2:21][CH2:20]3)=[O:18])=[CH:12][CH:11]=2)=[N:7][CH:8]=1.O[C:30]1[CH:35]=[CH:34][CH:33]=[CH:32][N:31]=1. Given the product [F:28][C:2]([F:1])([F:27])[C:3]1[CH:4]=[CH:5][C:6]([O:9][C:10]2[CH:11]=[CH:12][C:13]([O:16][C:17]([N:19]3[CH2:24][CH2:23][CH:22]([CH2:25][O:26][C:30]4[CH:35]=[CH:34][CH:33]=[CH:32][N:31]=4)[CH2:21][CH2:20]3)=[O:18])=[CH:14][CH:15]=2)=[N:7][CH:8]=1, predict the reactants needed to synthesize it. (3) Given the product [Br:1][C:2]1[CH:3]=[CH:4][C:5]([C:6](=[O:29])[C:12]2[CH:17]=[CH:16][CH:15]=[CH:14][C:13]=2[O:18][CH3:19])=[C:9]([CH:10]=1)[C:8]([OH:7])=[O:11], predict the reactants needed to synthesize it. The reactants are: [Br:1][C:2]1[CH:10]=[C:9]2[C:5]([CH:6]([C:12]3[CH:17]=[CH:16][CH:15]=[CH:14][C:13]=3[O:18][CH3:19])[O:7][C:8]2=[O:11])=[CH:4][CH:3]=1.[OH-].[K+].N1C=CC=CC=1.[Mn]([O-])(=O)(=O)=[O:29].[K+]. (4) Given the product [CH3:20][Si:19]([CH3:22])([CH3:21])[O:1][CH:2]1[CH2:7][C:6]([CH3:8])([CH3:9])[N:5]([O:10][CH2:11][C:12]([OH:15])([CH3:14])[CH3:13])[C:4]([CH3:17])([CH3:16])[CH2:3]1, predict the reactants needed to synthesize it. The reactants are: [OH:1][CH:2]1[CH2:7][C:6]([CH3:9])([CH3:8])[N:5]([O:10][CH2:11][C:12]([OH:15])([CH3:14])[CH3:13])[C:4]([CH3:17])([CH3:16])[CH2:3]1.Cl[Si:19]([CH3:22])([CH3:21])[CH3:20]. (5) Given the product [CH2:1]([C:4]1([S:7]([NH:28][C:15]2[C:14]([O:29][CH3:30])=[CH:13][C:12]([F:11])=[C:17]([F:18])[C:16]=2[NH:19][C:20]2[CH:25]=[CH:24][C:23]([I:26])=[CH:22][C:21]=2[F:27])(=[O:9])=[O:8])[CH2:6][CH2:5]1)[CH:2]=[CH2:3], predict the reactants needed to synthesize it. The reactants are: [CH2:1]([C:4]1([S:7](Cl)(=[O:9])=[O:8])[CH2:6][CH2:5]1)[CH:2]=[CH2:3].[F:11][C:12]1[C:17]([F:18])=[C:16]([NH:19][C:20]2[CH:25]=[CH:24][C:23]([I:26])=[CH:22][C:21]=2[F:27])[C:15]([NH2:28])=[C:14]([O:29][CH3:30])[CH:13]=1. (6) Given the product [Cl:1][C:2]1[C:3]([C:26]2[N:30]3[CH:31]=[CH:32][CH:33]=[C:34]([F:35])[C:29]3=[N:28][CH:27]=2)=[N:4][C:5]([NH:8][C:9]2[CH:14]=[CH:13][C:12]([N:15]3[CH2:20][CH2:19][CH:18]([C:21]([NH:37][CH3:36])=[O:22])[CH2:17][CH2:16]3)=[CH:11][C:10]=2[O:24][CH3:25])=[N:6][CH:7]=1, predict the reactants needed to synthesize it. The reactants are: [Cl:1][C:2]1[C:3]([C:26]2[N:30]3[CH:31]=[CH:32][CH:33]=[C:34]([F:35])[C:29]3=[N:28][CH:27]=2)=[N:4][C:5]([NH:8][C:9]2[CH:14]=[CH:13][C:12]([N:15]3[CH2:20][CH2:19][CH:18]([C:21](O)=[O:22])[CH2:17][CH2:16]3)=[CH:11][C:10]=2[O:24][CH3:25])=[N:6][CH:7]=1.[CH3:36][N:37](C(ON1N=NC2C=CC=NC1=2)=[N+](C)C)C.F[P-](F)(F)(F)(F)F.C(N(C(C)C)C(C)C)C.Cl.CN. (7) Given the product [F:1][C:2]1[CH:7]=[C:6]([CH:8]2[CH2:12][CH2:11][CH2:10][NH:9]2)[CH:5]=[CH:4][C:3]=1[C:13]1[O:14][C:15]2[C:21]([C:22]([O:24][CH3:29])=[O:23])=[CH:20][CH:19]=[CH:18][C:16]=2[N:17]=1, predict the reactants needed to synthesize it. The reactants are: [F:1][C:2]1[CH:7]=[C:6]([CH:8]2[CH2:12][CH2:11][CH2:10][NH:9]2)[CH:5]=[CH:4][C:3]=1[C:13]1[O:14][C:15]2[C:21]([C:22]([OH:24])=[O:23])=[CH:20][CH:19]=[CH:18][C:16]=2[N:17]=1.S(Cl)(Cl)=O.[CH3:29]O. (8) The reactants are: [NH2:1][C:2]1[O:3][CH2:4][C@:5]2([N:27]=1)[C:18]1[CH:17]=[C:16]([OH:19])[C:15]([F:20])=[CH:14][C:13]=1[O:12][C:11]1[C:6]2=[CH:7][C:8]([C:21]2[CH2:22][CH2:23][O:24][CH2:25][CH:26]=2)=[CH:9][CH:10]=1.C1C=CC(N([S:35]([C:38]([F:41])([F:40])[F:39])(=[O:37])=[O:36])[S:35]([C:38]([F:41])([F:40])[F:39])(=[O:37])=[O:36])=CC=1. Given the product [F:39][C:38]([F:41])([F:40])[S:35]([O:19][C:16]1[CH:17]=[C:18]2[C:13]([O:12][C:11]3[CH:10]=[CH:9][C:8]([C:21]4[CH2:22][CH2:23][O:24][CH2:25][CH:26]=4)=[CH:7][C:6]=3[C@@:5]32[CH2:4][O:3][C:2]([NH2:1])=[N:27]3)=[CH:14][C:15]=1[F:20])(=[O:37])=[O:36], predict the reactants needed to synthesize it.